From a dataset of Forward reaction prediction with 1.9M reactions from USPTO patents (1976-2016). Predict the product of the given reaction. (1) Given the reactants [Cl:1][C:2]1[CH:3]=[C:4]([C:12]2[S:13][C:14]([C:17]3[C:18]([CH2:32][CH3:33])=[C:19]([CH2:23][CH2:24][N:25]([CH3:31])[CH2:26][C:27]([O:29]C)=[O:28])[CH:20]=[CH:21][CH:22]=3)=[CH:15][N:16]=2)[CH:5]=[CH:6][C:7]=1[O:8][CH:9]([CH3:11])[CH3:10].[OH-].[Na+], predict the reaction product. The product is: [Cl:1][C:2]1[CH:3]=[C:4]([C:12]2[S:13][C:14]([C:17]3[C:18]([CH2:32][CH3:33])=[C:19]([CH2:23][CH2:24][N:25]([CH3:31])[CH2:26][C:27]([OH:29])=[O:28])[CH:20]=[CH:21][CH:22]=3)=[CH:15][N:16]=2)[CH:5]=[CH:6][C:7]=1[O:8][CH:9]([CH3:11])[CH3:10]. (2) Given the reactants [N:1]([CH2:4][CH:5]1[CH:7]([CH3:8])[CH:6]1[C:9]1[N:14]=[C:13]2[N:15]([CH3:24])[C:16](=[O:23])[N:17]([CH2:18][C:19]([CH3:22])([CH3:21])[CH3:20])[C:12]2=[CH:11][CH:10]=1)=[N+]=[N-].C1(P(C2C=CC=CC=2)C2C=CC=CC=2)C=CC=CC=1.O.[N-]=[N+]=[N-], predict the reaction product. The product is: [NH2:1][CH2:4][CH:5]1[CH:7]([CH3:8])[CH:6]1[C:9]1[N:14]=[C:13]2[N:15]([CH3:24])[C:16](=[O:23])[N:17]([CH2:18][C:19]([CH3:21])([CH3:20])[CH3:22])[C:12]2=[CH:11][CH:10]=1. (3) The product is: [F:13][C:10]([F:12])([F:11])[C:9]([NH:8][CH2:7][C@H:2]1[N:3]([C:21]([C:19]2[N:20]=[C:16]([CH3:15])[S:17][C:18]=2[C:24]2[CH:25]=[C:26]([CH3:30])[CH:27]=[CH:28][CH:29]=2)=[O:22])[CH2:4][C@@H:5]2[C@H:1]1[CH2:6]2)=[O:14]. Given the reactants [C@@H:1]12[CH2:6][C@@H:5]1[CH2:4][NH:3][C@@H:2]2[CH2:7][NH:8][C:9](=[O:14])[C:10]([F:13])([F:12])[F:11].[CH3:15][C:16]1[S:17][C:18]([C:24]2[CH:25]=[C:26]([CH3:30])[CH:27]=[CH:28][CH:29]=2)=[C:19]([C:21](O)=[O:22])[N:20]=1, predict the reaction product.